Dataset: Peptide-MHC class II binding affinity with 134,281 pairs from IEDB. Task: Regression. Given a peptide amino acid sequence and an MHC pseudo amino acid sequence, predict their binding affinity value. This is MHC class II binding data. (1) The peptide sequence is DVKMPGGGQIVGGVY. The MHC is HLA-DQA10501-DQB10301 with pseudo-sequence HLA-DQA10501-DQB10301. The binding affinity (normalized) is 0.766. (2) The peptide sequence is QGVADAYITLVTLPK. The MHC is DRB1_1302 with pseudo-sequence DRB1_1302. The binding affinity (normalized) is 0.235. (3) The peptide sequence is MSGRKAQGKTLGVNM. The binding affinity (normalized) is 0. The MHC is DRB1_1101 with pseudo-sequence DRB1_1101.